Dataset: NCI-60 drug combinations with 297,098 pairs across 59 cell lines. Task: Regression. Given two drug SMILES strings and cell line genomic features, predict the synergy score measuring deviation from expected non-interaction effect. (1) Drug 1: CN1C(=O)N2C=NC(=C2N=N1)C(=O)N. Drug 2: CC=C1C(=O)NC(C(=O)OC2CC(=O)NC(C(=O)NC(CSSCCC=C2)C(=O)N1)C(C)C)C(C)C. Cell line: COLO 205. Synergy scores: CSS=10.3, Synergy_ZIP=2.35, Synergy_Bliss=2.87, Synergy_Loewe=-35.8, Synergy_HSA=-2.14. (2) Drug 1: C1=NC2=C(N=C(N=C2N1C3C(C(C(O3)CO)O)O)F)N. Drug 2: CN(CCCl)CCCl.Cl. Cell line: HL-60(TB). Synergy scores: CSS=75.5, Synergy_ZIP=0.180, Synergy_Bliss=1.41, Synergy_Loewe=-1.45, Synergy_HSA=3.70.